From a dataset of Catalyst prediction with 721,799 reactions and 888 catalyst types from USPTO. Predict which catalyst facilitates the given reaction. (1) Reactant: [S:1]1[C:5]2[CH:6]=[CH:7][CH:8]=[CH:9][C:4]=2[N:3]=[C:2]1[CH:10]([OH:24])[CH:11]1[CH2:16][CH2:15][CH2:14][N:13]([C:17]([O:19][C:20]([CH3:23])([CH3:22])[CH3:21])=[O:18])[CH2:12]1.[C:25](N1C=CN=C1)([N:27]1[CH:31]=[CH:30][N:29]=[CH:28]1)=[S:26]. Product: [S:1]1[C:5]2[CH:6]=[CH:7][CH:8]=[CH:9][C:4]=2[N:3]=[C:2]1[CH:10]([O:24][C:25]([N:27]1[CH:31]=[CH:30][N:29]=[CH:28]1)=[S:26])[CH:11]1[CH2:16][CH2:15][CH2:14][N:13]([C:17]([O:19][C:20]([CH3:21])([CH3:23])[CH3:22])=[O:18])[CH2:12]1. The catalyst class is: 453. (2) Reactant: [OH:1][CH:2]1[CH2:7][CH2:6][N:5]([C:8]([O:10][C:11]([CH3:14])([CH3:13])[CH3:12])=[O:9])[CH2:4][CH2:3]1.[H-].[Na+].Br[CH2:18][CH2:19][O:20][Si:21]([C:24]([CH3:27])([CH3:26])[CH3:25])([CH3:23])[CH3:22].O. Product: [Si:21]([O:20][CH2:19][CH2:18][O:1][CH:2]1[CH2:3][CH2:4][N:5]([C:8]([O:10][C:11]([CH3:14])([CH3:13])[CH3:12])=[O:9])[CH2:6][CH2:7]1)([C:24]([CH3:27])([CH3:26])[CH3:25])([CH3:23])[CH3:22]. The catalyst class is: 9. (3) Reactant: Cl.[CH3:2][O:3][C:4]([C:6]1([NH2:11])[CH2:10][CH2:9][CH2:8][CH2:7]1)=[O:5].C(N(CC)C(C)C)(C)C.[C:21]([O:25][C:26]1[CH:31]=[CH:30][C:29]([S:32](Cl)(=[O:34])=[O:33])=[CH:28][CH:27]=1)#[C:22][CH2:23][CH3:24]. Product: [CH2:21]([O:25][C:26]1[CH:31]=[CH:30][C:29]([S:32]([NH:11][C:6]2([C:4]([O:3][CH3:2])=[O:5])[CH2:10][CH2:9][CH2:8][CH2:7]2)(=[O:34])=[O:33])=[CH:28][CH:27]=1)[C:22]#[C:23][CH3:24]. The catalyst class is: 643. (4) Reactant: C(OC([N:8]1[CH2:13][CH2:12][N:11]([C:14]2[CH:31]=[C:30]([CH3:32])[C:17]3[N:18]=[C:19]([C:21]4[C:22]([O:28]C)=[N:23][CH:24]=[CH:25][C:26]=4[I:27])[NH:20][C:16]=3[CH:15]=2)[CH2:10][CH2:9]1)=O)(C)(C)C.Cl. Product: [I:27][C:26]1[CH:25]=[CH:24][NH:23][C:22](=[O:28])[C:21]=1[C:19]1[NH:20][C:16]2[CH:15]=[C:14]([N:11]3[CH2:12][CH2:13][NH:8][CH2:9][CH2:10]3)[CH:31]=[C:30]([CH3:32])[C:17]=2[N:18]=1. The catalyst class is: 12. (5) Reactant: [F:1][CH:2]([F:32])[C:3]1[N:7]([C:8]2[N:13]=[C:12]([N:14]3[CH2:19][CH2:18][O:17][CH2:16][CH2:15]3)[N:11]=[C:10]([NH:20][C@H:21]3[CH2:26][CH2:25][C@H:24]([NH2:27])[CH2:23][CH2:22]3)[CH:9]=2)[C:6]2[CH:28]=[CH:29][CH:30]=[CH:31][C:5]=2[N:4]=1.[C:33](O)(=[O:36])[CH2:34][CH3:35].ON1C2C=CC=CC=2N=N1.N=C=N.C(=O)C1C=CC=CC=1.C(=O)([O-])[O-]. Product: [F:32][CH:2]([F:1])[C:3]1[N:7]([C:8]2[N:13]=[C:12]([N:14]3[CH2:15][CH2:16][O:17][CH2:18][CH2:19]3)[N:11]=[C:10]([NH:20][C@H:21]3[CH2:22][CH2:23][C@H:24]([NH:27][C:33](=[O:36])[CH2:34][CH3:35])[CH2:25][CH2:26]3)[CH:9]=2)[C:6]2[CH:28]=[CH:29][CH:30]=[CH:31][C:5]=2[N:4]=1. The catalyst class is: 289. (6) Reactant: [Br:1][C:2]1[CH:3]=[C:4]([OH:18])[C:5]([NH:11][C:12](=[O:17])[C:13]([CH3:16])([CH3:15])[CH3:14])=[C:6]([CH:10]=1)[C:7]([OH:9])=[O:8].[N+:19]([O-])([OH:21])=[O:20]. Product: [Br:1][C:2]1[CH:3]=[C:4]([OH:18])[C:5]([NH:11][C:12](=[O:17])[C:13]([CH3:15])([CH3:14])[CH3:16])=[C:6]([C:10]=1[N+:19]([O-:21])=[O:20])[C:7]([OH:9])=[O:8]. The catalyst class is: 15. (7) Reactant: [Cl:1][C:2]1[C:3]([N:29]2[CH2:33][C@H:32]([O:34][Si](C(C)(C)C)(C)C)[CH2:31][C@H:30]2[C:42]([O:44][CH3:45])=[O:43])=[N:4][CH:5]=[C:6]([C:8]2[N:12]=[C:11]([C:13]3[CH:18]=[CH:17][C:16]([C:19]4[CH:24]=[CH:23][CH:22]=[CH:21][C:20]=4[CH3:25])=[C:15]([CH2:26][O:27][CH3:28])[CH:14]=3)[O:10][N:9]=2)[CH:7]=1.[F-].C([N+](CCCC)(CCCC)CCCC)CCC. Product: [Cl:1][C:2]1[C:3]([N:29]2[CH2:33][C@H:32]([OH:34])[CH2:31][C@H:30]2[C:42]([O:44][CH3:45])=[O:43])=[N:4][CH:5]=[C:6]([C:8]2[N:12]=[C:11]([C:13]3[CH:18]=[CH:17][C:16]([C:19]4[CH:24]=[CH:23][CH:22]=[CH:21][C:20]=4[CH3:25])=[C:15]([CH2:26][O:27][CH3:28])[CH:14]=3)[O:10][N:9]=2)[CH:7]=1. The catalyst class is: 677. (8) Reactant: C(Cl)CCl.[CH3:5][C:6]1[CH:7]=[C:8]([S:12]([NH2:15])(=[O:14])=[O:13])[CH:9]=[CH:10][CH:11]=1.[Cl:16][C:17]1[C:47]([CH3:48])=[CH:46][C:20]([O:21][CH2:22][CH2:23][CH2:24][C:25]2[C:33]3[C:28](=[C:29]([C:34]4[C:35]([CH2:41][OH:42])=[N:36][N:37]([CH3:40])[C:38]=4[CH3:39])[CH:30]=[CH:31][CH:32]=3)[NH:27][C:26]=2[C:43](O)=[O:44])=[CH:19][C:18]=1[CH3:49]. Product: [Cl:16][C:17]1[C:47]([CH3:48])=[CH:46][C:20]([O:21][CH2:22][CH2:23][CH2:24][C:25]2[C:33]3[C:28](=[C:29]([C:34]4[C:35]([CH2:41][OH:42])=[N:36][N:37]([CH3:40])[C:38]=4[CH3:39])[CH:30]=[CH:31][CH:32]=3)[NH:27][C:26]=2[C:43]([NH:15][S:12]([C:8]2[CH:7]=[C:6]([CH3:5])[CH:11]=[CH:10][CH:9]=2)(=[O:14])=[O:13])=[O:44])=[CH:19][C:18]=1[CH3:49]. The catalyst class is: 79.